From a dataset of Microsomal clearance measurements from AstraZeneca. Regression/Classification. Given a drug SMILES string, predict its absorption, distribution, metabolism, or excretion properties. Task type varies by dataset: regression for continuous measurements (e.g., permeability, clearance, half-life) or binary classification for categorical outcomes (e.g., BBB penetration, CYP inhibition). For this dataset (clearance_microsome_az), we predict log10(clearance) (log10 of the in vitro intrinsic clearance, CLint, in uL/min per mg of human liver microsomal protein, equivalently mL/min/g; values are censored to the assay range of 3 to 150, which is 0.477 to 2.18 on this log10 scale). (1) The molecule is Cc1nocc1C(=O)Nc1ccc(-c2ccccc2OC(F)(F)F)c(N)n1. The log10(clearance) is 0.480. (2) The molecule is CC1CN(S(=O)(=O)c2ccccc2)CCN1Cc1cc(Cl)ccc1OCC(=O)O. The log10(clearance) is 0.480. (3) The compound is O=C(CSc1nc2c(c(=O)n1-c1ccccc1)SCC2)Nc1ncc(-c2ccccc2)s1. The log10(clearance) is 2.18. (4) The log10(clearance) is 0.730. The molecule is COc1ccc(Cc2c(N)n[nH]c2N)cc1. (5) The compound is CCc1nc2c(N)nc3ccccc3c2n1CC(C)(C)O. The log10(clearance) is 0.480. (6) The molecule is Cc1oc(=O)oc1CN1CCN(c2cc3c(cc2F)c(=O)c(C(=O)O)c2n3C(C)S2)CC1. The log10(clearance) is 1.19. (7) The compound is C[C@H]1C[C@@H](NS(=O)(=O)c2cc(Br)ccc2Br)CN1C#N. The log10(clearance) is 1.20.